From a dataset of Full USPTO retrosynthesis dataset with 1.9M reactions from patents (1976-2016). Predict the reactants needed to synthesize the given product. (1) Given the product [CH3:1][C@@H:2]1[CH2:3][CH2:4][C@H:5]([C:18]([NH:21][C:22]2[CH:27]=[CH:26][CH:25]=[CH:24][CH:23]=2)=[O:20])[CH2:6][N:7]1[C:8]([O:10][CH2:11][C:12]1[CH:13]=[CH:14][CH:15]=[CH:16][CH:17]=1)=[O:9], predict the reactants needed to synthesize it. The reactants are: [CH3:1][C@H:2]1[N:7]([C:8]([O:10][CH2:11][C:12]2[CH:17]=[CH:16][CH:15]=[CH:14][CH:13]=2)=[O:9])[CH2:6][C@@H:5]([C:18]([OH:20])=O)[CH2:4][CH2:3]1.[NH2:21][C:22]1[CH:27]=[CH:26][CH:25]=[CH:24][CH:23]=1.CCN(C(C)C)C(C)C.C1C=CC2N(O)N=NC=2C=1.C(Cl)CCl. (2) The reactants are: [OH:1][NH:2][C:3](=[O:26])/[CH:4]=[CH:5]/[C:6]1[CH:11]=[CH:10][C:9]([CH2:12][NH:13][CH2:14][CH2:15][C:16]2[C:24]3[C:19](=[CH:20][CH:21]=[CH:22][CH:23]=3)[NH:18][C:17]=2[CH3:25])=[CH:8][CH:7]=1.[C:27]([OH:32])(=[O:31])[C@@H:28]([CH3:30])[OH:29]. Given the product [C:27]([OH:32])(=[O:31])[C@@H:28]([CH3:30])[OH:29].[OH:1][NH:2][C:3](=[O:26])/[CH:4]=[CH:5]/[C:6]1[CH:11]=[CH:10][C:9]([CH2:12][NH:13][CH2:14][CH2:15][C:16]2[C:24]3[C:19](=[CH:20][CH:21]=[CH:22][CH:23]=3)[NH:18][C:17]=2[CH3:25])=[CH:8][CH:7]=1, predict the reactants needed to synthesize it.